The task is: Regression. Given a peptide amino acid sequence and an MHC pseudo amino acid sequence, predict their binding affinity value. This is MHC class I binding data.. This data is from Peptide-MHC class I binding affinity with 185,985 pairs from IEDB/IMGT. (1) The peptide sequence is ERYFRIHSL. The MHC is HLA-B15:03 with pseudo-sequence HLA-B15:03. The binding affinity (normalized) is 0.0338. (2) The peptide sequence is KTAVNMLTH. The MHC is HLA-A68:01 with pseudo-sequence HLA-A68:01. The binding affinity (normalized) is 0.0101. (3) The peptide sequence is IPSLFIESSI. The MHC is HLA-B53:01 with pseudo-sequence HLA-B53:01. The binding affinity (normalized) is 0.299. (4) The binding affinity (normalized) is 0.872. The peptide sequence is FLKDVMESM. The MHC is HLA-A02:16 with pseudo-sequence HLA-A02:16. (5) The peptide sequence is LIDVLKTRL. The MHC is HLA-A02:02 with pseudo-sequence HLA-A02:02. The binding affinity (normalized) is 0.380. (6) The peptide sequence is FLLMLCLHH. The MHC is HLA-A02:01 with pseudo-sequence HLA-A02:01. The binding affinity (normalized) is 0.130. (7) The binding affinity (normalized) is 0.199. The peptide sequence is YGLERLAAM. The MHC is BoLA-JSP.1 with pseudo-sequence BoLA-JSP.1. (8) The peptide sequence is MPGVLSYVI. The MHC is HLA-B35:01 with pseudo-sequence HLA-B35:01. The binding affinity (normalized) is 0.812.